This data is from Reaction yield outcomes from USPTO patents with 853,638 reactions. The task is: Predict the reaction yield, written as a fraction of the theoretical maximum amount of product (1.0 means a 100% yield; for example, 0.34 means a 34% yield). (1) The reactants are Cl[C:2]1[CH:35]=[CH:34][C:5]2[B:6]([C:16]3[C:21]([C:22]([CH3:25])([CH3:24])[CH3:23])=[CH:20][C:19]([C:26]([CH3:29])([CH3:28])[CH3:27])=[CH:18][C:17]=3[C:30]([CH3:33])([CH3:32])[CH3:31])[C:7]3[CH:14]=[CH:13][C:12](Cl)=[CH:11][C:8]=3[CH:9]=[CH:10][C:4]=2[CH:3]=1.[CH3:36][O:37][C:38]1[CH:43]=[CH:42][C:41]([Mg]Br)=[CH:40][CH:39]=1. The catalyst is C1COCC1.Cl[Ni]1(Cl)[P](C2C=CC=CC=2)(C2C=CC=CC=2)CCC[P]1(C1C=CC=CC=1)C1C=CC=CC=1. The product is [CH3:36][O:37][C:38]1[CH:43]=[CH:42][C:41]([C:2]2[CH:35]=[CH:34][C:5]3[B:6]([C:16]4[C:21]([C:22]([CH3:24])([CH3:23])[CH3:25])=[CH:20][C:19]([C:26]([CH3:29])([CH3:27])[CH3:28])=[CH:18][C:17]=4[C:30]([CH3:31])([CH3:32])[CH3:33])[C:7]4[CH:14]=[CH:13][C:12]([C:41]5[CH:42]=[CH:43][C:38]([O:37][CH3:36])=[CH:39][CH:40]=5)=[CH:11][C:8]=4[CH:9]=[CH:10][C:4]=3[CH:3]=2)=[CH:40][CH:39]=1. The yield is 0.650. (2) The reactants are [CH3:1][N:2]([CH3:36])[S:3]([N:6]1[CH:10]=[CH:9][N:8]=[C:7]1[CH:11]([CH2:18][C:19]1[CH:24]=[CH:23][C:22]([O:25][CH2:26][CH2:27][C:28]2[CH:33]=[CH:32][CH:31]=[C:30]([NH:34][CH3:35])[N:29]=2)=[CH:21][CH:20]=1)[CH2:12][C:13]([O:15]CC)=[O:14])(=[O:5])=[O:4].CNC1N=C(CCOC2C=CC(CC(C3SC=CN=3)CC(OCC)=O)=CC=2)C=CC=1.O.Cl. No catalyst specified. The product is [CH3:36][N:2]([CH3:1])[S:3]([N:6]1[CH:10]=[CH:9][N:8]=[C:7]1[CH:11]([CH2:18][C:19]1[CH:20]=[CH:21][C:22]([O:25][CH2:26][CH2:27][C:28]2[CH:33]=[CH:32][CH:31]=[C:30]([NH:34][CH3:35])[N:29]=2)=[CH:23][CH:24]=1)[CH2:12][C:13]([OH:15])=[O:14])(=[O:5])=[O:4]. The yield is 0.370. (3) The reactants are [Br:1][C:2]1[CH:7]=[CH:6][C:5]([C:8](=O)[C:9]([C:11]2[CH:16]=[CH:15][CH:14]=[CH:13][CH:12]=2)=O)=[CH:4][CH:3]=1.[C:18]1([NH2:25])[CH:23]=[CH:22][CH:21]=[CH:20][C:19]=1[NH2:24]. The catalyst is C(O)C. The product is [Br:1][C:2]1[CH:7]=[CH:6][C:5]([C:8]2[C:9]([C:11]3[CH:16]=[CH:15][CH:14]=[CH:13][CH:12]=3)=[N:25][C:18]3[C:19](=[CH:20][CH:21]=[CH:22][CH:23]=3)[N:24]=2)=[CH:4][CH:3]=1. The yield is 0.690. (4) The reactants are [Cl:1][C:2]1[CH:3]=[CH:4][C:5]([OH:22])=[C:6]([CH:21]=1)[C:7]([NH:9][C:10]1[CH:11]=[CH:12][C:13]2[CH:17]=[CH:16][S:15](=[O:19])(=[O:18])[C:14]=2[CH:20]=1)=[O:8].[OH-:23].[Na+].[CH3:25]O. The catalyst is CCOC(C)=O. The product is [CH3:25][O:18][S:15]([C:14]1[CH:20]=[C:10]([NH:9][C:7](=[O:8])[C:6]2[CH:21]=[C:2]([Cl:1])[CH:3]=[CH:4][C:5]=2[OH:22])[CH:11]=[CH:12][C:13]=1[CH:17]=[CH2:16])(=[O:23])=[O:19]. The yield is 0.300. (5) The reactants are [OH:1][NH:2][C:3]([CH:5]1[CH2:9][CH2:8][N:7]([CH2:10][C:11]2[CH:16]=[CH:15][CH:14]=[C:13]([O:17][CH2:18][CH:19]([CH3:21])[CH3:20])[CH:12]=2)[CH2:6]1)=[NH:4].[N:22]1[CH:27]=[CH:26][CH:25]=[CH:24][C:23]=1[C:28](O)=O.C(N(CC)CC)C.C(P1(=O)OP(CCC)(=O)OP(CCC)(=O)O1)CC.C(OCC)(=O)C.C(=O)(O)[O-].[Na+]. The catalyst is C1COCC1. The product is [CH2:18]([O:17][C:13]1[CH:12]=[C:11]([CH:16]=[CH:15][CH:14]=1)[CH2:10][N:7]1[CH2:8][CH2:9][CH:5]([C:3]2[N:4]=[C:28]([C:23]3[CH:24]=[CH:25][CH:26]=[CH:27][N:22]=3)[O:1][N:2]=2)[CH2:6]1)[CH:19]([CH3:21])[CH3:20]. The yield is 0.120. (6) The catalyst is O1CCOCC1. The product is [C:21]([O:20][C:18]([N:7]1[CH2:8][CH2:9][C:10]([C:11]2[CH:12]=[CH:13][C:14]([F:17])=[CH:15][CH:16]=2)=[C:5]([C:3]([OH:4])=[O:2])[CH2:6]1)=[O:19])([CH3:24])([CH3:22])[CH3:23]. The yield is 0.780. The reactants are C[O:2][C:3]([C:5]1[CH2:6][N:7]([C:18]([O:20][C:21]([CH3:24])([CH3:23])[CH3:22])=[O:19])[CH2:8][CH2:9][C:10]=1[C:11]1[CH:16]=[CH:15][C:14]([F:17])=[CH:13][CH:12]=1)=[O:4].[OH-].[Na+]. (7) The reactants are [CH2:1]([N:8]1[C:12](=[O:13])[C:11]2([C:22]3[C:17](=[CH:18][CH:19]=[C:20]([Br:23])[CH:21]=3)[O:16][CH:15](C3C=CC=CC=3)[CH2:14]2)[N:10]=[C:9]1SCC1C=CC=CC=1)[C:2]1[CH:7]=[CH:6][CH:5]=[CH:4][CH:3]=1.[NH4+:38].[I-].N.CO. The catalyst is CO.CCO. The product is [NH2:38][C:9]1[N:8]([CH2:1][C:2]2[CH:7]=[CH:6][CH:5]=[CH:4][CH:3]=2)[C:12](=[O:13])[C:11]2([C:22]3[C:17](=[CH:18][CH:19]=[C:20]([Br:23])[CH:21]=3)[O:16][CH:15]([C:2]3[CH:7]=[CH:6][CH:5]=[CH:4][CH:3]=3)[CH2:14]2)[N:10]=1. The yield is 0.340.